Dataset: Catalyst prediction with 721,799 reactions and 888 catalyst types from USPTO. Task: Predict which catalyst facilitates the given reaction. Reactant: [CH2:1]([O:8][C:9]([C@@H:11]1[N:16]([S:17]([C:20]2[CH:25]=[CH:24][C:23]([O:26][CH3:27])=[CH:22][CH:21]=2)(=[O:19])=[O:18])[CH2:15][C@@H:14]2[O:28]C(C)(C)[O:30][C@@H:13]2[C@H:12]1[O:33]C1CCCCO1)=[O:10])[C:2]1[CH:7]=[CH:6][CH:5]=[CH:4][CH:3]=1. Product: [CH2:1]([O:8][C:9]([C@H:11]1[C@H:12]([OH:33])[C@H:13]([OH:30])[C@@H:14]([OH:28])[CH2:15][N:16]1[S:17]([C:20]1[CH:21]=[CH:22][C:23]([O:26][CH3:27])=[CH:24][CH:25]=1)(=[O:19])=[O:18])=[O:10])[C:2]1[CH:7]=[CH:6][CH:5]=[CH:4][CH:3]=1. The catalyst class is: 5.